Predict the reactants needed to synthesize the given product. From a dataset of Full USPTO retrosynthesis dataset with 1.9M reactions from patents (1976-2016). (1) Given the product [CH3:1][O:2][C:3]1[CH:11]=[C:10]2[C:6]([CH2:7][CH:8]([CH2:13][C:14]3[CH:15]=[CH:16][C:17]([S:20][C:21]([F:24])([F:23])[F:22])=[CH:18][CH:19]=3)[C:9]2=[O:12])=[CH:5][C:4]=1[N:25]1[CH2:30][CH2:29][CH:28]([CH3:31])[CH2:27][CH2:26]1, predict the reactants needed to synthesize it. The reactants are: [CH3:1][O:2][C:3]1[CH:11]=[C:10]2[C:6]([CH2:7]/[C:8](=[CH:13]\[C:14]3[CH:19]=[CH:18][C:17]([S:20][C:21]([F:24])([F:23])[F:22])=[CH:16][CH:15]=3)/[C:9]2=[O:12])=[CH:5][C:4]=1[N:25]1[CH2:30][CH2:29][CH:28]([CH3:31])[CH2:27][CH2:26]1. (2) Given the product [Cl:1][C:2]1[CH:3]=[CH:4][C:5]([O:25][CH3:26])=[C:6]([C:8]2[C:9]([NH:13][C:14]([C:16]3[CH:17]=[N:18][N:19]4[CH:24]=[CH:23][CH:22]=[N:21][C:20]=34)=[O:15])=[CH:10][N:11]([CH2:34][CH:35]=[C:36]([CH3:38])[CH3:37])[N:12]=2)[CH:7]=1, predict the reactants needed to synthesize it. The reactants are: [Cl:1][C:2]1[CH:3]=[CH:4][C:5]([O:25][CH3:26])=[C:6]([C:8]2[NH:12][N:11]=[CH:10][C:9]=2[NH:13][C:14]([C:16]2[CH:17]=[N:18][N:19]3[CH:24]=[CH:23][CH:22]=[N:21][C:20]=23)=[O:15])[CH:7]=1.C(=O)([O-])[O-].[Cs+].[Cs+].Br[CH2:34][CH:35]=[C:36]([CH3:38])[CH3:37].CCOC(C)=O. (3) Given the product [CH2:44]([O:51][C:52](=[O:71])[NH:53][CH2:54][CH2:55][CH2:56][CH2:57][C@H:58]([NH:70][C:7]([CH:4]1[CH2:3][CH2:2][O:1][CH2:6][CH2:5]1)=[O:9])[C:59]([C:61]1[S:62][C:63]2[CH:69]=[CH:68][CH:67]=[CH:66][C:64]=2[N:65]=1)=[O:60])[C:45]1[CH:50]=[CH:49][CH:48]=[CH:47][CH:46]=1, predict the reactants needed to synthesize it. The reactants are: [O:1]1[CH2:6][CH2:5][CH:4]([C:7]([OH:9])=O)[CH2:3][CH2:2]1.CN(C(ON1N=NC2C=CC=NC1=2)=[N+](C)C)C.F[P-](F)(F)(F)(F)F.CCN(C(C)C)C(C)C.Cl.[CH2:44]([O:51][C:52](=[O:71])[NH:53][CH2:54][CH2:55][CH2:56][CH2:57][C@H:58]([NH2:70])[C:59]([C:61]1[S:62][C:63]2[CH:69]=[CH:68][CH:67]=[CH:66][C:64]=2[N:65]=1)=[O:60])[C:45]1[CH:50]=[CH:49][CH:48]=[CH:47][CH:46]=1. (4) The reactants are: [Cl:1][C:2]1[CH:7]=[CH:6][C:5]([CH3:8])=[CH:4][C:3]=1[O:9][CH3:10].[Br:11]N1C(=O)CCC1=O.C(OOC(=O)C1C=CC=CC=1)(=O)C1C=CC=CC=1. Given the product [Cl:1][C:2]1[CH:7]=[CH:6][C:5]([CH2:8][Br:11])=[CH:4][C:3]=1[O:9][CH3:10], predict the reactants needed to synthesize it.